This data is from Full USPTO retrosynthesis dataset with 1.9M reactions from patents (1976-2016). The task is: Predict the reactants needed to synthesize the given product. (1) Given the product [CH2:2]([Cl:1])[Cl:39].[CH3:22][OH:23].[NH4+:10].[OH-:35].[Cl:70][C:71]1[CH:72]=[CH:73][CH:74]=[C:75]2[C:80]=1[N:79]=[C:78]([C:81]1[CH:86]=[CH:85][CH:84]=[CH:83][C:82]=1[F:87])[C:77]([C@@H:88]([NH2:90])[CH3:89])=[CH:76]2, predict the reactants needed to synthesize it. The reactants are: [Cl:1][C:2]1C=CC=C2C=1[N:10]=C(C1C=CC=CC=1F)C([C@@H](N[C:22](C1C=CC=CC=1C(O)=O)=[O:23])C)=C2.C([OH:35])C.Cl.[OH-].[Na+].[Cl:39]C1C=CC=C2C=1N=C(C1C=CC=CC=1F)C([C@@H](N1C(=O)C3C(=CC=CC=3)C1=O)C)=C2.[Cl:70][C:71]1[CH:72]=[CH:73][CH:74]=[C:75]2[C:80]=1[N:79]=[C:78]([C:81]1[CH:86]=[CH:85][CH:84]=[CH:83][C:82]=1[F:87])[C:77]([C@@H:88]([NH2:90])[CH3:89])=[CH:76]2.O.NN. (2) Given the product [Cl:1][C:2]1[CH:3]=[C:4]2[C:5]([CH2:8][CH2:9][CH2:10][C:11]2=[O:13])=[CH:6][CH:7]=1, predict the reactants needed to synthesize it. The reactants are: [Cl:1][C:2]1[CH:7]=[CH:6][C:5]([CH2:8][CH2:9][CH2:10][C:11]([OH:13])=O)=[CH:4][CH:3]=1.S(Cl)(Cl)=O.[Cl-].[Al+3].[Cl-].[Cl-]. (3) Given the product [Cl:8][C:9]1[CH:10]=[CH:11][C:12]([C:15]2[CH:16]=[CH:17][C:18]([C:21]#[C:22][C:24]3[N:25]=[N:26][C:27]([O:30][CH2:31][CH2:32][N:33]4[CH2:34][CH2:35][CH2:36][CH2:37]4)=[CH:28][CH:29]=3)=[N:19][CH:20]=2)=[CH:13][CH:14]=1, predict the reactants needed to synthesize it. The reactants are: C(N(CC)CC)C.[Cl:8][C:9]1[CH:14]=[CH:13][C:12]([C:15]2[CH:16]=[CH:17][C:18]([C:21]#[CH:22])=[N:19][CH:20]=2)=[CH:11][CH:10]=1.Cl[C:24]1[N:25]=[N:26][C:27]([O:30][CH2:31][CH2:32][N:33]2[CH2:37][CH2:36][CH2:35][CH2:34]2)=[CH:28][CH:29]=1. (4) Given the product [C:27]1([C:18]2[CH:19]=[CH:20][CH:21]=[CH:22][CH:23]=2)[CH:28]=[CH:29][C:30]([C:6]([N:8]2[CH2:12][C:11](=[CH:13][Cl:14])[CH2:10][C@H:9]2[C:15]([NH:43][C:39]2[CH:38]=[C:37]3[C:42](=[CH:41][CH:40]=2)[N:33]=[CH:34][CH:35]=[CH:36]3)=[O:17])=[O:7])=[CH:31][CH:32]=1, predict the reactants needed to synthesize it. The reactants are: C(O[C:6]([N:8]1[CH2:12][C:11](=[CH:13][Cl:14])[CH2:10][C@H:9]1[C:15]([OH:17])=O)=[O:7])(C)(C)C.[C:18]1([C:27]2[CH:32]=[CH:31][CH:30]=[CH:29][CH:28]=2)[CH:23]=[CH:22][C:21](C(Cl)=O)=[CH:20][CH:19]=1.[N:33]1[C:42]2[C:37](=[CH:38][C:39]([NH2:43])=[CH:40][CH:41]=2)[CH:36]=[CH:35][CH:34]=1. (5) Given the product [CH3:1][C:2]1[CH:7]=[CH:6][C:5]([C:12]2[CH:13]=[CH:14][C:15]([C:18](=[O:25])[CH2:19][CH2:20][C:21]([O:23][CH3:24])=[O:22])=[CH:16][CH:17]=2)=[CH:4][CH:3]=1, predict the reactants needed to synthesize it. The reactants are: [CH3:1][C:2]1[CH:7]=[CH:6][C:5](B(O)O)=[CH:4][CH:3]=1.Br[C:12]1[CH:17]=[CH:16][C:15]([C:18](=[O:25])[CH2:19][CH2:20][C:21]([O:23][CH3:24])=[O:22])=[CH:14][CH:13]=1.C(=O)([O-])[O-].[Na+].[Na+]. (6) Given the product [CH2:1]([N:5]1[C:13]2[C:8](=[CH:9][C:10]([O:14][C:15]3[CH:20]=[CH:19][CH:18]=[CH:17][C:16]=3[CH2:21][C:22]([NH:79][C:76]3[CH:75]=[CH:74][C:73]([N:67]4[CH2:68][CH2:69][O:70][CH2:71][CH2:72]4)=[CH:78][CH:77]=3)=[O:23])=[CH:11][CH:12]=2)[CH:7]=[N:6]1)[CH:2]([CH3:4])[CH3:3], predict the reactants needed to synthesize it. The reactants are: [CH2:1]([N:5]1[C:13]2[C:8](=[CH:9][C:10]([O:14][C:15]3[CH:20]=[CH:19][CH:18]=[CH:17][C:16]=3[CH2:21][C:22](O)=[O:23])=[CH:11][CH:12]=2)[CH:7]=[N:6]1)[CH:2]([CH3:4])[CH3:3].C1CN([P+](ON2N=NC3C=CC=CC2=3)(N2CCCC2)N2CCCC2)CC1.F[P-](F)(F)(F)(F)F.CCN(C(C)C)C(C)C.[N:67]1([C:73]2[CH:78]=[CH:77][C:76]([NH2:79])=[CH:75][CH:74]=2)[CH2:72][CH2:71][O:70][CH2:69][CH2:68]1.C(O)C(N)(CO)CO. (7) Given the product [CH3:19][N:8]1[C:9]2[C:4](=[C:3]([CH2:13][CH:14]=[CH2:15])[C:2]([CH3:1])=[CH:11][CH:10]=2)[CH2:5][CH2:6][C:7]1=[O:12], predict the reactants needed to synthesize it. The reactants are: [CH3:1][C:2]1[C:3]([CH2:13][CH:14]=[CH2:15])=[C:4]2[C:9](=[CH:10][CH:11]=1)[NH:8][C:7](=[O:12])[CH2:6][CH2:5]2.[H-].[Na+].I[CH3:19]. (8) Given the product [O:28]=[C:24]1[CH2:25][CH2:26][CH2:27][N:23]1[CH2:22][O:19][C:18]([C:10]1[NH:11][C:12]2[C:17]([C:9]=1[NH:8][C:5]1[CH:6]=[CH:7][N:2]=[CH:3][CH:4]=1)=[CH:16][CH:15]=[CH:14][CH:13]=2)=[O:20], predict the reactants needed to synthesize it. The reactants are: [K+].[N:2]1[CH:7]=[CH:6][C:5]([NH:8][C:9]2[C:17]3[C:12](=[CH:13][CH:14]=[CH:15][CH:16]=3)[NH:11][C:10]=2[C:18]([O-:20])=[O:19])=[CH:4][CH:3]=1.Cl[CH2:22][N:23]1[CH2:27][CH2:26][CH2:25][C:24]1=[O:28]. (9) Given the product [N:1]1[CH:6]=[CH:5][N:4]=[CH:3][C:2]=1[C:7]1[N:11]2[CH2:12][CH2:13][N:14]=[C:15]([N:17]3[CH:21]=[N:20][CH:19]=[N:18]3)[C:10]2=[N:9][N:8]=1, predict the reactants needed to synthesize it. The reactants are: [N:1]1[CH:6]=[CH:5][N:4]=[CH:3][C:2]=1[C:7]1[N:11]2[CH2:12][CH2:13][NH:14][C:15](=O)[C:10]2=[N:9][N:8]=1.[NH:17]1[CH:21]=[N:20][CH:19]=[N:18]1.C(N(CC)CC)C.O(Cl)Cl.[P+5].